This data is from Reaction yield outcomes from USPTO patents with 853,638 reactions. The task is: Predict the reaction yield, written as a fraction of the theoretical maximum amount of product (1.0 means a 100% yield; for example, 0.34 means a 34% yield). (1) The reactants are [CH3:1][O:2][C:3]1[CH:9]=[C:8]([N+:10]([O-:12])=[O:11])[CH:7]=[CH:6][C:4]=1[NH2:5].[OH-].[K+].[CH2:15](I)[CH2:16][CH2:17][CH2:18][CH2:19][CH3:20].C(OCC)(=O)C. The catalyst is CC(O)(C)C.CS(C)=O. The product is [CH2:15]([NH:5][C:4]1[CH:6]=[CH:7][C:8]([N+:10]([O-:12])=[O:11])=[CH:9][C:3]=1[O:2][CH3:1])[CH2:16][CH2:17][CH2:18][CH2:19][CH3:20]. The yield is 0.820. (2) The catalyst is C(OC(C)(C)C)(=O)C. The product is [CH2:1]([O:8][C:9]1[C:10]([C:25]2[CH:26]=[CH:27][C:28]3[O:33][CH2:32][CH2:31][CH2:30][C:29]=3[CH:34]=2)=[C:11]([CH:19]([O:24][C:2]([CH3:7])([CH3:3])[CH3:1])[C:20]([O:22][CH3:23])=[O:21])[C:12]([C:15]([F:17])([F:18])[F:16])=[CH:13][CH:14]=1)[C:2]1[CH:7]=[CH:6][CH:5]=[CH:4][CH:3]=1. The reactants are [CH2:1]([O:8][C:9]1[C:10]([C:25]2[CH:26]=[CH:27][C:28]3[O:33][CH2:32][CH2:31][CH2:30][C:29]=3[CH:34]=2)=[C:11]([CH:19]([OH:24])[C:20]([O:22][CH3:23])=[O:21])[C:12]([C:15]([F:18])([F:17])[F:16])=[CH:13][CH:14]=1)[C:2]1[CH:7]=[CH:6][CH:5]=[CH:4][CH:3]=1.Cl(O)(=O)(=O)=O.[Na]. The yield is 0.580. (3) The reactants are C([N:4]1[C:12]2[C:7](=[CH:8][CH:9]=[CH:10][CH:11]=2)[C:6]([CH:13]2[C:18](=[O:19])[CH2:17][C:16]([CH3:21])([CH3:20])[CH2:15][C:14]2=[O:22])=[CH:5]1)(=O)C.CO.[OH-].[Na+].C. The catalyst is O. The product is [NH:4]1[C:12]2[C:7](=[CH:8][CH:9]=[CH:10][CH:11]=2)[C:6]([CH:13]2[C:18](=[O:19])[CH2:17][C:16]([CH3:20])([CH3:21])[CH2:15][C:14]2=[O:22])=[CH:5]1. The yield is 0.600. (4) The reactants are [OH:1][CH:2]([C:7]#[N:8])[CH2:3][CH2:4][S:5][CH3:6].[CH3:9][C:10]([CH3:12])=O.C(OC(=O)C)(=[O:15])C.S(=O)(=O)(O)O. The catalyst is C(O)(=O)C. The product is [CH3:9][C:10]1([CH3:12])[NH:8][C:7](=[O:15])[CH:2]([CH2:3][CH2:4][S:5][CH3:6])[O:1]1. The yield is 0.150. (5) The reactants are Cl.Cl.Cl.[CH2:4]([C:6]1([N:10]2[CH:14]=[C:13]([C:15]3[N:20]4[CH:21]=[CH:22][N:23]=[C:19]4[CH:18]=[C:17]([C:24]4[CH:25]=[N:26][N:27]([CH3:29])[CH:28]=4)[N:16]=3)[CH:12]=[N:11]2)[CH2:9][NH:8][CH2:7]1)[CH3:5].C(N(CC)C(C)C)(C)C.[F:39][C:40]([F:53])([F:52])[S:41](O[S:41]([C:40]([F:53])([F:52])[F:39])(=[O:43])=[O:42])(=[O:43])=[O:42].CCOC(C)=O.CO. The catalyst is C(Cl)Cl.CN(C)C1C=CN=CC=1. The product is [CH2:4]([C:6]1([N:10]2[CH:14]=[C:13]([C:15]3[N:20]4[CH:21]=[CH:22][N:23]=[C:19]4[CH:18]=[C:17]([C:24]4[CH:25]=[N:26][N:27]([CH3:29])[CH:28]=4)[N:16]=3)[CH:12]=[N:11]2)[CH2:9][N:8]([S:41]([C:40]([F:53])([F:52])[F:39])(=[O:43])=[O:42])[CH2:7]1)[CH3:5]. The yield is 0.890. (6) The product is [CH3:12][N:13]1[CH2:18][CH2:17][N:16]([C:2]2[CH:7]=[CH:6][C:5]([N+:8]([O-:10])=[O:9])=[CH:4][C:3]=2[CH3:11])[CH2:15][CH2:14]1. The yield is 0.920. The catalyst is CN1CCCC1=O. The reactants are F[C:2]1[CH:7]=[CH:6][C:5]([N+:8]([O-:10])=[O:9])=[CH:4][C:3]=1[CH3:11].[CH3:12][N:13]1[CH2:18][CH2:17][NH:16][CH2:15][CH2:14]1.[Na+].[Cl-].